Dataset: Catalyst prediction with 721,799 reactions and 888 catalyst types from USPTO. Task: Predict which catalyst facilitates the given reaction. (1) Reactant: [Si:1]([O:8][C@@H:9]1[CH:14]=[C:13]([C:15]2[CH:20]=[CH:19][N:18]=[CH:17][C:16]=2[N+:21]([O-:23])=[O:22])[CH2:12][C@H:11]([CH3:24])[C@@:10]1([CH2:26][OH:27])[OH:25])([C:4]([CH3:7])([CH3:6])[CH3:5])([CH3:3])[CH3:2].N1C=CC=CC=1.[C:34](Cl)(=[O:36])[CH3:35]. Product: [C:34]([O:27][CH2:26][C@@:10]1([OH:25])[C@@H:11]([CH3:24])[CH2:12][C:13]([C:15]2[CH:20]=[CH:19][N:18]=[CH:17][C:16]=2[N+:21]([O-:23])=[O:22])=[CH:14][C@H:9]1[O:8][Si:1]([C:4]([CH3:6])([CH3:5])[CH3:7])([CH3:3])[CH3:2])(=[O:36])[CH3:35]. The catalyst class is: 2. (2) Reactant: [N:1]1[CH:6]=[CH:5][C:4]([C:7]2[CH:8]=[C:9]([CH:24]=[CH:25][CH:26]=2)[CH2:10][CH:11]2[CH2:16][CH2:15][N:14](C(OC(C)(C)C)=O)[CH2:13][CH2:12]2)=[CH:3][CH:2]=1.C(O)(C(F)(F)F)=O. Product: [N:1]1[CH:2]=[CH:3][C:4]([C:7]2[CH:8]=[C:9]([CH:24]=[CH:25][CH:26]=2)[CH2:10][CH:11]2[CH2:12][CH2:13][NH:14][CH2:15][CH2:16]2)=[CH:5][CH:6]=1. The catalyst class is: 2. (3) Reactant: Br[C:2]1[C:15]2[C:16]3=[C:17]4[C:12](=[CH:13][CH:14]=2)[CH:11]=[C:10]([C:18]([CH3:21])([CH3:20])[CH3:19])[CH:9]=[C:8]4[CH:7]=[CH:6][C:5]3=[C:4](Br)[CH:3]=1.[Cl:23][C:24]1[CH:29]=[CH:28][C:27](B(O)O)=[CH:26][CH:25]=1.C(=O)([O-])[O-].[Na+].[Na+].CO[CH2:41][CH2:42]OC. Product: [C:18]([C:10]1[CH:11]=[C:12]2[C:17]3=[C:16]4[C:15](=[C:2]([C:42]5[CH:41]=[CH:29][C:24]([Cl:23])=[CH:25][CH:26]=5)[CH:3]=[C:4]([C:27]5[CH:28]=[CH:29][C:24]([Cl:23])=[CH:25][CH:26]=5)[C:5]4=[CH:6][CH:7]=[C:8]3[CH:9]=1)[CH:14]=[CH:13]2)([CH3:19])([CH3:21])[CH3:20]. The catalyst class is: 189. (4) Reactant: [F:1][C:2]1[C:3]([C:28]([NH:30][CH2:31][C:32]([OH:42])([C:36]2[CH:41]=[CH:40][CH:39]=[CH:38][CH:37]=2)[CH2:33][CH2:34][CH3:35])=[O:29])=[N:4][CH:5]=[CH:6][C:7]=1[S:8][C:9]1[S:13][C:12]([NH:14][C:15]2[CH:20]=[CH:19][C:18]([NH:21][CH:22]3[CH2:27][CH2:26][NH:25][CH2:24][CH2:23]3)=[CH:17][N:16]=2)=[N:11][CH:10]=1.[CH3:43][N:44]([CH3:49])[CH2:45][C:46](O)=[O:47].CCN=C=NCCCN(C)C.C1C=CC2N(O)N=NC=2C=1.Cl. Product: [CH3:43][N:44]([CH3:49])[CH2:45][C:46]([N:25]1[CH2:24][CH2:23][CH:22]([NH:21][C:18]2[CH:19]=[CH:20][C:15]([NH:14][C:12]3[S:13][C:9]([S:8][C:7]4[CH:6]=[CH:5][N:4]=[C:3]([C:28]([NH:30][CH2:31][C:32]([OH:42])([C:36]5[CH:37]=[CH:38][CH:39]=[CH:40][CH:41]=5)[CH2:33][CH2:34][CH3:35])=[O:29])[C:2]=4[F:1])=[CH:10][N:11]=3)=[N:16][CH:17]=2)[CH2:27][CH2:26]1)=[O:47]. The catalyst class is: 37.